From a dataset of Reaction yield outcomes from USPTO patents with 853,638 reactions. Predict the reaction yield, written as a fraction of the theoretical maximum amount of product (1.0 means a 100% yield; for example, 0.34 means a 34% yield). (1) The reactants are C([Sn](CCCC)(CCCC)[C:6]1[N:7]=[CH:8][N:9]([C:11]2[CH:16]=[C:15]([C:17]([F:20])([F:19])[F:18])[CH:14]=[C:13]([C:21]3[CH:26]=[CH:25][C:24]([C:27]([F:30])([F:29])[F:28])=[CH:23][CH:22]=3)[N:12]=2)[CH:10]=1)CCC.Br[C:40]1[CH:41]=[C:42]([S:46]([NH2:49])(=[O:48])=[O:47])[CH:43]=[N:44][CH:45]=1.CCCCCCC. The catalyst is C1(C)C=CC=CC=1. The product is [F:20][C:17]([F:18])([F:19])[C:15]1[CH:14]=[C:13]([C:21]2[CH:22]=[CH:23][C:24]([C:27]([F:30])([F:28])[F:29])=[CH:25][CH:26]=2)[N:12]=[C:11]([N:9]2[CH:10]=[C:6]([C:40]3[CH:41]=[C:42]([S:46]([NH2:49])(=[O:48])=[O:47])[CH:43]=[N:44][CH:45]=3)[N:7]=[CH:8]2)[CH:16]=1. The yield is 0.720. (2) The reactants are [C:1]([O:5][C:6]([NH:8][C@@H:9]([CH3:26])[CH2:10][N:11]([CH2:22][C@H:23]([OH:25])[CH3:24])[C:12](=[O:21])[O:13][CH2:14][C:15]1[CH:20]=[CH:19][CH:18]=[CH:17][CH:16]=1)=[O:7])([CH3:4])([CH3:3])[CH3:2].C(N(C(C)C)CC)(C)C.CN(C1C=CC=CN=1)C.[CH3:45][S:46](Cl)(=[O:48])=[O:47]. The catalyst is ClCCl. The product is [CH3:45][S:46]([O:25][C@H:23]([CH3:24])[CH2:22][N:11]([C:12]([O:13][CH2:14][C:15]1[CH:20]=[CH:19][CH:18]=[CH:17][CH:16]=1)=[O:21])[CH2:10][C@@H:9]([NH:8][C:6]([O:5][C:1]([CH3:4])([CH3:3])[CH3:2])=[O:7])[CH3:26])(=[O:48])=[O:47]. The yield is 0.970. (3) The yield is 0.960. The catalyst is CN(C)C=O. The product is [N:27]([CH2:6][CH2:7][NH:8][C:9]1[C:13]([C:14]2[N:18]([CH2:19][C:20]3[O:21][CH:22]=[C:23]([Br:25])[CH:24]=3)[C:17](=[O:26])[O:16][N:15]=2)=[N:12][O:11][N:10]=1)=[N+:28]=[N-:29]. The reactants are CS(O[CH2:6][CH2:7][NH:8][C:9]1[C:13]([C:14]2[N:18]([CH2:19][C:20]3[O:21][CH:22]=[C:23]([Br:25])[CH:24]=3)[C:17](=[O:26])[O:16][N:15]=2)=[N:12][O:11][N:10]=1)(=O)=O.[N-:27]=[N+:28]=[N-:29].[Na+].O. (4) The reactants are [CH2:1]([O:8][C:9]1[CH:14]=[CH:13][C:12]([C@@H:15]([O:18][Si:19]([C:22]([CH3:25])([CH3:24])[CH3:23])([CH3:21])[CH3:20])[CH2:16]Br)=[CH:11][C:10]=1[NH:26][CH:27]=[O:28])[C:2]1[CH:7]=[CH:6][CH:5]=[CH:4][CH:3]=1.[CH2:29]([NH2:36])[C:30]1[CH:35]=[CH:34][CH:33]=[CH:32][CH:31]=1. The catalyst is CN1CCCC1=O. The product is [CH2:29]([NH:36][CH2:16][C@@H:15]([C:12]1[CH:13]=[CH:14][C:9]([O:8][CH2:1][C:2]2[CH:7]=[CH:6][CH:5]=[CH:4][CH:3]=2)=[C:10]([NH:26][CH:27]=[O:28])[CH:11]=1)[O:18][Si:19]([C:22]([CH3:25])([CH3:24])[CH3:23])([CH3:21])[CH3:20])[C:30]1[CH:35]=[CH:34][CH:33]=[CH:32][CH:31]=1. The yield is 0.900. (5) The catalyst is CN(C=O)C.C(OCC)(=O)C.[Ag-]=O. The reactants are [C:1]1([C:7]([O:9][C@H:10]2[CH2:20][O:19][C@H:12]3[C@H:13]([OH:18])[C@H:14]([O:17][C@@H:11]23)[O:15][CH3:16])=[O:8])[CH:6]=[CH:5][CH:4]=[CH:3][CH:2]=1.[CH3:21]I. The yield is 0.760. The product is [CH3:21][O:18][C@H:13]1[C@@H:12]2[O:19][CH2:20][C@H:10]([O:9][C:7]([C:1]3[CH:2]=[CH:3][CH:4]=[CH:5][CH:6]=3)=[O:8])[C@@H:11]2[O:17][C@@H:14]1[O:15][CH3:16]. (6) The reactants are [NH2:1][C:2]1[CH:6]=[C:5]([C:7]([CH3:11])([CH3:10])[CH2:8][OH:9])[O:4][N:3]=1.C(=O)([O-])[O-].[K+].[K+].Cl[C:19]([O:21][C:22]1[CH:27]=[CH:26][CH:25]=[CH:24][CH:23]=1)=[O:20]. The catalyst is O1CCCC1. The product is [OH:9][CH2:8][C:7]([C:5]1[O:4][N:3]=[C:2]([NH:1][C:19](=[O:20])[O:21][C:22]2[CH:27]=[CH:26][CH:25]=[CH:24][CH:23]=2)[CH:6]=1)([CH3:11])[CH3:10]. The yield is 0.680. (7) The reactants are [C:1]([C:3]1[CH:4]=[C:5]2[C:10](=[CH:11][C:12]=1[O:13][C:14]1[CH:22]=[CH:21][C:17]([C:18](O)=[O:19])=[CH:16][CH:15]=1)[O:9][CH2:8][CH2:7][CH:6]2[C:23]([O:25][CH3:26])=[O:24])#[N:2].Cl.Cl.[CH3:29][N:30]([CH2:32][C:33]1[CH:38]=[CH:37][C:36]([CH2:39][CH2:40][NH2:41])=[CH:35][CH:34]=1)[CH3:31].F[P-](F)(F)(F)(F)F.N1(OC(N(C)C)=[N+](C)C)C2N=CC=CC=2N=N1.C(N(CC)C(C)C)(C)C. The catalyst is CN(C)C=O. The product is [C:1]([C:3]1[CH:4]=[C:5]2[C:10](=[CH:11][C:12]=1[O:13][C:14]1[CH:22]=[CH:21][C:17]([C:18](=[O:19])[NH:41][CH2:40][CH2:39][C:36]3[CH:37]=[CH:38][C:33]([CH2:32][N:30]([CH3:31])[CH3:29])=[CH:34][CH:35]=3)=[CH:16][CH:15]=1)[O:9][CH2:8][CH2:7][CH:6]2[C:23]([O:25][CH3:26])=[O:24])#[N:2]. The yield is 0.570.